From a dataset of Peptide-MHC class I binding affinity with 185,985 pairs from IEDB/IMGT. Regression. Given a peptide amino acid sequence and an MHC pseudo amino acid sequence, predict their binding affinity value. This is MHC class I binding data. (1) The peptide sequence is DYPDDFMDK. The MHC is HLA-B44:02 with pseudo-sequence HLA-B44:02. The binding affinity (normalized) is 0.0847. (2) The peptide sequence is KVSIYKTHI. The MHC is HLA-B15:01 with pseudo-sequence HLA-B15:01. The binding affinity (normalized) is 0.326. (3) The peptide sequence is RPRLWRSVI. The MHC is HLA-B58:01 with pseudo-sequence HLA-B58:01. The binding affinity (normalized) is 0.0847. (4) The peptide sequence is YAEGDVVVF. The MHC is HLA-A02:19 with pseudo-sequence HLA-A02:19. The binding affinity (normalized) is 0.0847. (5) The peptide sequence is FVPSDYFPSV. The MHC is HLA-A02:01 with pseudo-sequence HLA-A02:01. The binding affinity (normalized) is 0.599. (6) The peptide sequence is FVNDLMTMNI. The MHC is HLA-A02:01 with pseudo-sequence HLA-A02:01. The binding affinity (normalized) is 0.521.